Dataset: Catalyst prediction with 721,799 reactions and 888 catalyst types from USPTO. Task: Predict which catalyst facilitates the given reaction. (1) Reactant: [NH:1]1[C:9]2[C:4](=[CH:5][CH:6]=[CH:7][CH:8]=2)[C:3](/[CH:10]=[C:11]2\[O:12][C:13]3[C:20]([C:21]#[C:22][CH2:23][CH2:24][CH:25]4[CH2:30][CH2:29][N:28](C(OC(C)(C)C)=O)[CH2:27][CH2:26]4)=[C:19]([O:38][CH3:39])[CH:18]=[CH:17][C:14]=3[C:15]\2=[O:16])=[N:2]1.Cl.CCOCC. Product: [NH:1]1[C:9]2[C:4](=[CH:5][CH:6]=[CH:7][CH:8]=2)[C:3](/[CH:10]=[C:11]2\[O:12][C:13]3[C:20]([C:21]#[C:22][CH2:23][CH2:24][CH:25]4[CH2:26][CH2:27][NH:28][CH2:29][CH2:30]4)=[C:19]([O:38][CH3:39])[CH:18]=[CH:17][C:14]=3[C:15]\2=[O:16])=[N:2]1. The catalyst class is: 135. (2) Reactant: [Br:1][C:2]1[CH:11]=[C:10]2[C:5]([CH2:6][CH2:7][CH2:8][C:9]2=[O:12])=[CH:4][CH:3]=1.[BH4-].[Na+]. Product: [Br:1][C:2]1[CH:11]=[C:10]2[C:5]([CH2:6][CH2:7][CH2:8][CH:9]2[OH:12])=[CH:4][CH:3]=1. The catalyst class is: 138. (3) Reactant: [Cl:1][C:2]1[CH:3]=[C:4]([NH:9][C:10]([C:12]2[C:13]([CH2:17][CH2:18][CH2:19]CS([O-])(=O)=O)=[N:14][O:15][N:16]=2)=[O:11])[CH:5]=[CH:6][C:7]=1[F:8].CCN(C(C)C)C(C)C.[NH:34]1[CH2:39][CH2:38][O:37][CH2:36][CH2:35]1. Product: [Cl:1][C:2]1[CH:3]=[C:4]([NH:9][C:10]([C:12]2[C:13]([CH2:17][CH2:18][CH2:19][N:34]3[CH2:39][CH2:38][O:37][CH2:36][CH2:35]3)=[N:14][O:15][N:16]=2)=[O:11])[CH:5]=[CH:6][C:7]=1[F:8]. The catalyst class is: 10. (4) Reactant: Br[C:2]1[CH:3]=[N:4][CH:5]=[CH:6][C:7]=1[CH2:8][OH:9].CC([Mg]Cl)C.[CH2:15]([N:22]1[CH2:27][CH2:26][C:25](=[O:28])[CH2:24][CH2:23]1)[C:16]1[CH:21]=[CH:20][CH:19]=[CH:18][CH:17]=1. Product: [CH2:15]([N:22]1[CH2:27][CH2:26][C:25]([OH:28])([C:2]2[CH:3]=[N:4][CH:5]=[CH:6][C:7]=2[CH2:8][OH:9])[CH2:24][CH2:23]1)[C:16]1[CH:17]=[CH:18][CH:19]=[CH:20][CH:21]=1. The catalyst class is: 7. (5) Reactant: Cl.Cl.[Br:3][C:4]1[CH:5]=[CH:6][C:7]2[O:16][C:15]3[C:14](=[O:17])[NH:13][C:12]([CH:18]4[CH2:23][CH2:22][CH2:21][NH:20][CH2:19]4)=[N:11][C:10]=3[C:8]=2[CH:9]=1.[CH3:24]N(C=O)C.C=O.C(O[BH-](OC(=O)C)OC(=O)C)(=O)C.[Na+]. Product: [Br:3][C:4]1[CH:5]=[CH:6][C:7]2[O:16][C:15]3[C:14](=[O:17])[NH:13][C:12]([CH:18]4[CH2:23][CH2:22][CH2:21][N:20]([CH3:24])[CH2:19]4)=[N:11][C:10]=3[C:8]=2[CH:9]=1. The catalyst class is: 15.